Dataset: Forward reaction prediction with 1.9M reactions from USPTO patents (1976-2016). Task: Predict the product of the given reaction. (1) The product is: [O:11]=[C:5]([CH2:6][CH2:7][C:8]([OH:10])=[O:9])[C:4]([OH:12])=[O:3]. Given the reactants C([O:3][C:4](=[O:12])[C:5](=[O:11])[CH2:6][CH2:7][C:8]([OH:10])=[O:9])C.[OH-].[Na+], predict the reaction product. (2) Given the reactants [N:1]1([CH2:13][CH2:14][NH2:15])[C:10]2[C:5](=[CH:6][CH:7]=[CH:8][CH:9]=2)[C:4]2([CH2:12][CH2:11]2)[CH2:3][CH2:2]1.C=O.F[C:19](F)(F)C(O)=O.[OH-].[Na+], predict the reaction product. The product is: [C:4]12([C:5]3[C:10]4=[C:9]([CH2:19][NH:15][CH2:14][CH2:13][N:1]4[CH2:2][CH2:3]1)[CH:8]=[CH:7][CH:6]=3)[CH2:12][CH2:11]2. (3) Given the reactants [O:1]([CH2:8][C@@H:9]1[CH2:13][CH2:12][CH2:11][N:10]1[C:14]([O:16][C:17]([CH3:20])([CH3:19])[CH3:18])=[O:15])[C:2]1[CH:7]=[CH:6]C=[CH:4][CH:3]=1.OC1C=C[N:25]=CC=1, predict the reaction product. The product is: [C:17]([O:16][C:14]([N:10]1[CH2:11][CH2:12][CH2:13][CH:9]1[CH2:8][O:1][C:2]1[CH:7]=[CH:6][N:25]=[CH:4][CH:3]=1)=[O:15])([CH3:20])([CH3:19])[CH3:18]. (4) Given the reactants Cl[C:2]1[C:11]([C:12]([F:15])([F:14])[F:13])=[N:10][C:9]2[C:4](=[CH:5][CH:6]=[C:7]([OH:16])[CH:8]=2)[N:3]=1.C([O-])([O-])=O.[K+].[K+].CC1(C)C(C)(C)OB([C:31]2[CH2:36][CH2:35][CH:34]([C:37]([O:39]CC)=[O:38])[CH2:33][CH:32]=2)O1.[Li+].[OH-], predict the reaction product. The product is: [OH:16][C:7]1[CH:8]=[C:9]2[C:4](=[CH:5][CH:6]=1)[N:3]=[C:2]([C:31]1[CH2:36][CH2:35][CH:34]([C:37]([OH:39])=[O:38])[CH2:33][CH:32]=1)[C:11]([C:12]([F:15])([F:14])[F:13])=[N:10]2. (5) Given the reactants [Cl:1][C:2]1[CH:3]=[CH:4][C:5]([NH:12][C:13]([C:15]2[CH:20]=[CH:19][CH:18]=[C:17](I)[CH:16]=2)=[O:14])=[C:6]([CH:11]=1)[C:7]([O:9][CH3:10])=[O:8].C(N(CC)CC)C.[CH:29]1([C:35]#[CH:36])[CH2:34][CH2:33][CH2:32][CH2:31][CH2:30]1, predict the reaction product. The product is: [Cl:1][C:2]1[CH:3]=[CH:4][C:5]([NH:12][C:13]([C:15]2[CH:20]=[CH:19][CH:18]=[C:17]([C:36]#[C:35][CH:29]3[CH2:34][CH2:33][CH2:32][CH2:31][CH2:30]3)[CH:16]=2)=[O:14])=[C:6]([CH:11]=1)[C:7]([O:9][CH3:10])=[O:8]. (6) Given the reactants F[P-](F)(F)(F)(F)F.N1(O[P+](N(C)C)(N(C)C)N(C)C)C2C=CC=CC=2N=N1.[I:28][C:29]1[C:37]2[C:32](=[CH:33][CH:34]=[C:35]([C:38]3[O:42][C:41](=O)[NH:40][N:39]=3)[CH:36]=2)[N:31]([S:44]([C:47]2[CH:53]=[CH:52][C:50]([CH3:51])=[CH:49][CH:48]=2)(=[O:46])=[O:45])[CH:30]=1.[C:54]1([C:60]([NH2:63])([CH3:62])[CH3:61])[CH:59]=[CH:58][CH:57]=[CH:56][CH:55]=1.C(N(C(C)C)CC)(C)C, predict the reaction product. The product is: [I:28][C:29]1[C:37]2[C:32](=[CH:33][CH:34]=[C:35]([C:38]3[O:42][C:41]([NH:63][C:60]([C:54]4[CH:59]=[CH:58][CH:57]=[CH:56][CH:55]=4)([CH3:62])[CH3:61])=[N:40][N:39]=3)[CH:36]=2)[N:31]([S:44]([C:47]2[CH:53]=[CH:52][C:50]([CH3:51])=[CH:49][CH:48]=2)(=[O:45])=[O:46])[CH:30]=1. (7) Given the reactants Cl[C:2]1[C:7]([C:8]([O-:10])=[O:9])=[CH:6][N:5]=[CH:4][C:3]=1[F:11].[Cl:12][C:13]1[CH:18]=[CH:17][C:16](B(O)O)=[C:15]([F:22])[CH:14]=1.P([O-])([O-])([O-])=O.[K+].[K+].[K+].O1CCOC[CH2:32]1, predict the reaction product. The product is: [Cl:12][C:13]1[CH:18]=[CH:17][C:16]([C:2]2[C:7]([C:8]([O:10][CH3:32])=[O:9])=[CH:6][N:5]=[CH:4][C:3]=2[F:11])=[C:15]([F:22])[CH:14]=1. (8) Given the reactants [CH2:1]([C:3]1([CH3:13])[CH2:12][CH2:11][C:6]2(OCC[O:7]2)[CH2:5][CH2:4]1)[CH3:2].C(O)(=O)C, predict the reaction product. The product is: [CH2:1]([C:3]1([CH3:13])[CH2:12][CH2:11][C:6](=[O:7])[CH2:5][CH2:4]1)[CH3:2]. (9) The product is: [NH2:1][C:2]1[C:7]([CH2:8][N:37]2[CH:41]=[CH:40][N:39]=[CH:38]2)=[C:6]([CH:10]2[CH2:15][CH2:14][N:13]([C:16]([O:18][C:19]([CH3:21])([CH3:20])[CH3:22])=[O:17])[CH2:12][CH2:11]2)[CH:5]=[C:4]([C:23]2[C:28]([OH:29])=[CH:27][CH:26]=[CH:25][C:24]=2[O:30][CH2:31][CH:32]2[CH2:33][CH2:34]2)[N:3]=1. Given the reactants [NH2:1][C:2]1[C:7]([CH2:8]O)=[C:6]([CH:10]2[CH2:15][CH2:14][N:13]([C:16]([O:18][C:19]([CH3:22])([CH3:21])[CH3:20])=[O:17])[CH2:12][CH2:11]2)[CH:5]=[C:4]([C:23]2[C:28]([OH:29])=[CH:27][CH:26]=[CH:25][C:24]=2[O:30][CH2:31][CH:32]2[CH2:34][CH2:33]2)[N:3]=1.C([N:37]1[CH:41]=[CH:40][N:39]=[CH:38]1)([N:37]1[CH:41]=[CH:40][N:39]=[CH:38]1)=O, predict the reaction product.